This data is from Reaction yield outcomes from USPTO patents with 853,638 reactions. The task is: Predict the reaction yield, written as a fraction of the theoretical maximum amount of product (1.0 means a 100% yield; for example, 0.34 means a 34% yield). (1) The reactants are CC1C(Cl)=CC=CC=1[N:9]1[C:18](=O)[C:17]2[C:12](=CC=CC=2)[N:11]=[C:10]1C.C(=O)([O-])[O-].[Ca+2].CC1C=C(Cl)C=CC=1[N:34]1C(=O)C2C(=CC=CC=2)N=C1C.O.[F:47][C:48]1[CH:55]=[CH:54][C:51]([CH2:52][OH:53])=[CH:50][CH:49]=1. No catalyst specified. The product is [F:47][C:48]1[CH:55]=[CH:54][C:51]([CH2:52][O:53][C:10]2[N:9]=[C:18]([CH3:17])[N:34]=[CH:12][N:11]=2)=[CH:50][CH:49]=1. The yield is 0.260. (2) The reactants are [OH:1][CH2:2][C@@H:3]([NH:14][C:15]([O:17]CC1C=CC=CC=1)=O)[CH2:4][N:5]1[CH2:13][CH2:12][CH2:11][C@H:6]1C(OC)=O.[H][H]. The catalyst is CO.[Pd]. The product is [OH:1][CH2:2][C@@H:3]1[CH2:4][N:5]2[CH2:13][CH2:12][CH2:11][C@H:6]2[C:15](=[O:17])[NH:14]1. The yield is 0.850. (3) The product is [C:12]1([N:5]2[C:6]3[N:7]=[CH:8][CH:9]=[CH:10][C:11]=3[C:2]3[NH:30][N:31]=[C:19]([CH2:20][CH2:21][C:22]4[CH:27]=[CH:26][CH:25]=[CH:24][CH:23]=4)[C:3]=3[C:4]2=[O:18])[CH:17]=[CH:16][CH:15]=[CH:14][CH:13]=1. The catalyst is C(O)C. The reactants are O[C:2]1[C:11]2[C:6](=[N:7][CH:8]=[CH:9][CH:10]=2)[N:5]([C:12]2[CH:17]=[CH:16][CH:15]=[CH:14][CH:13]=2)[C:4](=[O:18])[C:3]=1[C:19](=O)[CH2:20][CH2:21][C:22]1[CH:27]=[CH:26][CH:25]=[CH:24][CH:23]=1.O.[NH2:30][NH2:31]. The yield is 0.730. (4) The reactants are Br[C:2]1[CH:3]=[N:4][C:5]([N:8]2[CH2:13][CH2:12][N:11]([C:14]([O:16][C:17]([CH3:20])([CH3:19])[CH3:18])=[O:15])[CH2:10][CH2:9]2)=[N:6][CH:7]=1.[C:21]([CH:23]1[CH2:25][CH2:24]1)#[CH:22]. The catalyst is C(NCC)C.CS(C)=O.C(OCC)(=O)C.[Cu]I. The product is [CH:23]1([C:21]#[C:22][C:2]2[CH:3]=[N:4][C:5]([N:8]3[CH2:13][CH2:12][N:11]([C:14]([O:16][C:17]([CH3:20])([CH3:19])[CH3:18])=[O:15])[CH2:10][CH2:9]3)=[N:6][CH:7]=2)[CH2:25][CH2:24]1. The yield is 0.980. (5) The reactants are [S:1]1[CH:5]=[CH:4][C:3]([CH:6]=[O:7])=[CH:2]1.[CH2:8](O)[CH2:9][OH:10].C1(C)C=CC=CC=1. The yield is 0.900. The product is [CH2:9]1[O:10][CH:6]([C:3]2[CH:4]=[CH:5][S:1][CH:2]=2)[O:7][CH2:8]1. The catalyst is C1(C)C(S(O)(=O)=O)=CC=CC=1. (6) The reactants are [CH2:1]([O:8][CH2:9][CH2:10][CH2:11][CH2:12][CH2:13][C:14](=[O:25])[CH2:15][CH:16]=[CH:17][C:18]1[CH:19]=[N:20][C:21]([CH3:24])=[N:22][CH:23]=1)[C:2]1[CH:7]=[CH:6][CH:5]=[CH:4][CH:3]=1.[BH4-].[Na+].Cl. The catalyst is CO. The product is [CH2:1]([O:8][CH2:9][CH2:10][CH2:11][CH2:12][CH2:13][C@@H:14]([OH:25])[CH2:15][CH:16]=[CH:17][C:18]1[CH:19]=[N:20][C:21]([CH3:24])=[N:22][CH:23]=1)[C:2]1[CH:3]=[CH:4][CH:5]=[CH:6][CH:7]=1. The yield is 0.840. (7) The reactants are [OH:1][C:2]1[CH:7]=[CH:6][CH:5]=[CH:4][C:3]=1[C:8](=[O:17])[CH2:9][C:10]([O:12][C:13]([CH3:16])([CH3:15])[CH3:14])=[O:11].[CH:18]1([CH:24]=O)[CH2:23][CH2:22][CH2:21][CH2:20][CH2:19]1.C([O-])(=O)C.[NH2+]1CCCCC1.S([O-])([O-])(=O)=O.[Na+].[Na+]. No catalyst specified. The product is [CH:18]1(/[CH:24]=[C:9](\[C:8]([C:3]2[CH:4]=[CH:5][CH:6]=[CH:7][C:2]=2[OH:1])=[O:17])/[C:10]([O:12][C:13]([CH3:14])([CH3:16])[CH3:15])=[O:11])[CH2:23][CH2:22][CH2:21][CH2:20][CH2:19]1. The yield is 0.500. (8) The reactants are Cl.[NH2:2][C:3]1[CH:8]=[C:7]([Cl:9])[C:6]([C:10]([F:13])([F:12])[F:11])=[CH:5][C:4]=1[C:14](=[O:16])[CH3:15].[N:17]([O-])=O.[Na+]. The catalyst is O. The product is [Cl:9][C:7]1[CH:8]=[C:3]2[C:4]([C:14](=[O:16])[CH:15]=[N:17][NH:2]2)=[CH:5][C:6]=1[C:10]([F:13])([F:11])[F:12]. The yield is 0.770. (9) The reactants are C([CH2:3][C:4]1[N:8]2[CH2:9][CH2:10][O:11][C:12]3[CH:17]=[CH:16][C:15]([C:18]#[C:19][C:20]([OH:23])([CH3:22])[CH3:21])=[CH:14][C:13]=3[C:7]2=[N:6][C:5]=1[C:24]([NH2:26])=[O:25])#N.BrC1C=CC2OCCN3C(CCl)=C(C([O-])=O)N=C3C=2C=1.[Cl:47][C:48]1[CH:53]=[CH:52][CH:51]=[CH:50][C:49]=1[OH:54]. No catalyst specified. The product is [Cl:47][C:48]1[CH:53]=[CH:52][CH:51]=[CH:50][C:49]=1[O:54][CH2:3][C:4]1[N:8]2[CH2:9][CH2:10][O:11][C:12]3[CH:17]=[CH:16][C:15]([C:18]#[C:19][C:20]([OH:23])([CH3:22])[CH3:21])=[CH:14][C:13]=3[C:7]2=[N:6][C:5]=1[C:24]([NH2:26])=[O:25]. The yield is 0.0600. (10) The reactants are C1(C(=[N:14][CH:15]([C@H:21]([CH2:29][CH3:30])[CH2:22][CH:23]([CH3:28])[CH2:24][CH2:25][CH:26]=[CH2:27])[C:16]([O:18][CH2:19][CH3:20])=[O:17])C2C=CC=CC=2)C=CC=CC=1.[ClH:31]. The catalyst is C(OCC)C. The product is [ClH:31].[NH2:14][CH:15]([C@H:21]([CH2:29][CH3:30])[CH2:22][CH:23]([CH3:28])[CH2:24][CH2:25][CH:26]=[CH2:27])[C:16]([O:18][CH2:19][CH3:20])=[O:17]. The yield is 0.624.